This data is from Full USPTO retrosynthesis dataset with 1.9M reactions from patents (1976-2016). The task is: Predict the reactants needed to synthesize the given product. (1) Given the product [F:1][C:2]1[CH:10]=[C:9]([F:11])[CH:8]=[C:7]2[C:3]=1[C:4]([Sn:24]([CH2:26][CH2:27][CH2:28][CH3:29])([CH2:30][CH2:31][CH2:32][CH3:33])[CH2:20][CH2:21][CH2:22][CH3:23])=[N:5][NH:6]2, predict the reactants needed to synthesize it. The reactants are: [F:1][C:2]1[CH:10]=[C:9]([F:11])[CH:8]=[C:7]2[C:3]=1[C:4](I)=[N:5][NH:6]2.[H-].[Na+].C([Mg]Cl)(C)C.[CH2:20]([Sn:24]([CH2:30][CH2:31][CH2:32][CH3:33])([CH2:26][CH2:27][CH2:28][CH3:29])Cl)[CH2:21][CH2:22][CH3:23]. (2) Given the product [Cl:25][C:19]1[CH:20]=[CH:21][CH:22]=[C:23]([F:24])[C:18]=1[C:16]1[NH:15][C:7]2=[C:8]3[C:13](=[C:4]4[CH:3]=[C:2]([C:34]5[C:29]([F:28])=[N:30][C:31]([F:38])=[CH:32][CH:33]=5)[CH:27]=[CH:26][C:5]4=[C:6]2[N:17]=1)[C:12](=[O:14])[NH:11][CH:10]=[CH:9]3, predict the reactants needed to synthesize it. The reactants are: Br[C:2]1[CH:27]=[CH:26][C:5]2=[C:6]3[N:17]=[C:16]([C:18]4[C:23]([F:24])=[CH:22][CH:21]=[CH:20][C:19]=4[Cl:25])[NH:15][C:7]3=[C:8]3[C:13]([C:12](=[O:14])[NH:11][CH:10]=[CH:9]3)=[C:4]2[CH:3]=1.[F:28][C:29]1[C:34](B(O)O)=[CH:33][CH:32]=[C:31]([F:38])[N:30]=1.C(=O)([O-])[O-].[Na+].[Na+].C(OCC)(=O)C. (3) Given the product [CH3:16][O:17][C:18]1[CH:23]=[CH:22][C:21]([N:24]2[C:25]3([CH2:30][CH2:29][CH2:34][CH2:27][CH2:26]3)[C:31](=[O:32])[NH:33][C:14]2=[O:15])=[CH:20][CH:19]=1, predict the reactants needed to synthesize it. The reactants are: C(C1C=CC=C(C(C)C)C=1N=[C:14]=[O:15])(C)C.[CH3:16][O:17][C:18]1[CH:23]=[CH:22][C:21]([NH:24][C:25]2([C:31]([NH2:33])=[O:32])[CH2:30][CH2:29]O[CH2:27][CH2:26]2)=[CH:20][CH:19]=1.[C:34]1(C)C=CC=CC=1. (4) Given the product [Cl:1][C:2]1[N:3]=[CH:4][C:5]2[CH2:6][CH2:7][CH2:8][C:9]3([C:15](=[O:16])[N:14]([CH3:17])[C:13](=[S:28])[NH:12]3)[C:10]=2[CH:11]=1, predict the reactants needed to synthesize it. The reactants are: [Cl:1][C:2]1[N:3]=[CH:4][C:5]2[CH2:6][CH2:7][CH2:8][C:9]3([C:15](=[O:16])[N:14]([CH3:17])[C:13](=O)[NH:12]3)[C:10]=2[CH:11]=1.COC1C=CC(P2(SP(C3C=CC(OC)=CC=3)(=S)S2)=[S:28])=CC=1.O. (5) The reactants are: [N:1]1[C:10]2[C:5](=[C:6]([CH2:11][CH2:12][OH:13])[CH:7]=[CH:8][CH:9]=2)[CH:4]=[CH:3][CH:2]=1.C1(P(C2C=CC=CC=2)C2C=CC=CC=2)C=CC=CC=1.[C:33]([O:37][C:38](=[O:57])[CH2:39][CH:40]([NH:45][S:46]([C:49]1[CH:54]=[CH:53][C:52]([NH2:55])=[CH:51][C:50]=1O)(=[O:48])=[O:47])[C:41]([NH:43][CH3:44])=[O:42])([CH3:36])([CH3:35])[CH3:34].N(C(OCC)=O)=NC(OCC)=O. Given the product [C:33]([O:37][C:38](=[O:57])[CH2:39][CH:40]([NH:45][S:46]([C:49]1[CH:54]=[CH:53][C:52]([NH2:55])=[CH:51][C:50]=1[O:13][CH2:12][CH2:11][C:6]1[CH:7]=[CH:8][CH:9]=[C:10]2[C:5]=1[CH:4]=[CH:3][CH:2]=[N:1]2)(=[O:48])=[O:47])[C:41]([NH:43][CH3:44])=[O:42])([CH3:36])([CH3:34])[CH3:35], predict the reactants needed to synthesize it. (6) Given the product [N+:1]([C:4]1[CH:5]=[N:6][N:7]([CH2:9][C@H:10]([OH:11])[CH3:12])[CH:8]=1)([O-:3])=[O:2], predict the reactants needed to synthesize it. The reactants are: [N+:1]([C:4]1[CH:5]=[N:6][NH:7][CH:8]=1)([O-:3])=[O:2].[CH3:9][C@@H:10]1[CH2:12][O:11]1.C([O-])([O-])=O.[K+].[K+]. (7) Given the product [N:1]1[C:9]2[C:4](=[N:5][CH:6]=[CH:7][CH:8]=2)[O:3][C:2]=1[N:10]1[CH2:14][CH2:13][CH:12]([CH:15]([N:19]2[CH:23]=[C:22]([C:24]3[C:25]4[CH:32]=[CH:31][NH:30][C:26]=4[N:27]=[CH:28][N:29]=3)[CH:21]=[N:20]2)[CH2:16][C:17]#[N:18])[CH2:11]1, predict the reactants needed to synthesize it. The reactants are: [N:1]1[C:9]2[C:4](=[N:5][CH:6]=[CH:7][CH:8]=2)[O:3][C:2]=1[N:10]1[CH2:14][CH2:13][CH:12]([CH:15]([N:19]2[CH:23]=[C:22]([C:24]3[C:25]4[CH:32]=[CH:31][N:30](COCC[Si](C)(C)C)[C:26]=4[N:27]=[CH:28][N:29]=3)[CH:21]=[N:20]2)[CH2:16][C:17]#[N:18])[CH2:11]1.C(O)(C(F)(F)F)=O. (8) Given the product [OH:31][C:21]1([C:11]2[S:12][C:13]([C:14]3[CH:19]=[CH:18][C:17]([CH3:20])=[CH:16][CH:15]=3)=[C:9]([C:6]3[CH:7]=[CH:8][C:3]([O:2][CH3:1])=[CH:4][CH:5]=3)[N:10]=2)[CH2:30][CH2:29][C:24](=[O:25])[CH2:23][CH2:22]1, predict the reactants needed to synthesize it. The reactants are: [CH3:1][O:2][C:3]1[CH:8]=[CH:7][C:6]([C:9]2[N:10]=[C:11]([C:21]3([OH:31])[CH2:30][CH2:29][C:24]4(OCC[O:25]4)[CH2:23][CH2:22]3)[S:12][C:13]=2[C:14]2[CH:19]=[CH:18][C:17]([CH3:20])=[CH:16][CH:15]=2)=[CH:5][CH:4]=1.C(=O)([O-])O.[Na+]. (9) Given the product [C:13]1([C:3]2[CH:4]=[C:5]([CH:10]=[CH:11][C:2]=2[OH:1])[C:6]([O:8][CH3:9])=[O:7])[CH2:14][CH2:15][CH2:16][CH2:17][CH2:18][CH:19]=1, predict the reactants needed to synthesize it. The reactants are: [OH:1][C:2]1[CH:11]=[CH:10][C:5]([C:6]([O:8][CH3:9])=[O:7])=[CH:4][C:3]=1I.[C:13]1(B(O)O)=[CH:14][CH2:15][CH2:16][CH2:17][CH2:18][CH2:19]1.C(=O)([O-])[O-].[K+].[K+]. (10) Given the product [F:24][C:7]1[C:8]([N:12]2[C:13](=[O:22])[C:14]3[C:19](=[CH:18][CH:17]=[CH:16][CH:15]=3)[C:20]2=[O:21])=[N:9][N:10]([CH3:11])[C:6]=1[C:3]([CH3:5])([CH3:4])[CH2:2][OH:1], predict the reactants needed to synthesize it. The reactants are: [OH:1][CH2:2][C:3]([C:6]1[N:10]([CH3:11])[N:9]=[C:8]([N:12]2[C:20](=[O:21])[C:19]3[C:14](=[CH:15][CH:16]=[CH:17][CH:18]=3)[C:13]2=[O:22])[CH:7]=1)([CH3:5])[CH3:4].[B-](F)(F)(F)[F:24].[B-](F)(F)(F)F.C1[N+]2(CCl)CC[N+](F)(CC2)C1.O.